Dataset: Experimentally validated miRNA-target interactions with 360,000+ pairs, plus equal number of negative samples. Task: Binary Classification. Given a miRNA mature sequence and a target amino acid sequence, predict their likelihood of interaction. (1) The miRNA is mmu-miR-673-3p with sequence UCCGGGGCUGAGUUCUGUGCACC. The protein sequence of the target gene is MEFYDGDLKDIWDSDLDPESLKISPDHDMHDWLFDRDVKDPTVILNDKLISDALLNGTQPIKTEHSYSLSSDVDSLPDSPKSLQAKIEDMDDECFPAISPKTATNGRVTIDPKYLTFHVPPTHATPISRLSSNPALNTSVADLTRSSGLQSLQAHQPHHGSGSSHVVVANLEHFQLPQHLYDNDCSSSVSSLRDGSMSPDICSDIEIDESAIKDEPMSPDSSCPASPTSQASSSQHQLSLNLAHLQSEMLFEPKHCGLLLTASSNSNNSLIKSQQRQQQILGQDNLLMAKMEIKSEKQST.... Result: 0 (no interaction). (2) The miRNA is hsa-miR-513a-3p with sequence UAAAUUUCACCUUUCUGAGAAGG. The protein sequence of the target gene is MNQSRSRSDGGSEETLPQDHNHHENERRWQQERLHREEAYYQFINELNDEDYRLMRDHNLLGTPGEITSEELQQRLDGVKEQLASQPDLRDGTNYRDSEVPRESSHEDSLLEWLNTFRRTGNATRSGQNGNQTWRAVSRTNPNNGEFRFSLEIHVNHENRGFEIHGEDYTDIPLSDSNRDHTANRQQRSTSPVARRTRSQTSVNFNGSSSNIPRTRLASRGQNPAEGSFSTLGRLRNGIGGAAGIPRANASRTNFSSHTNQSGGSELRQREGQRFGAAHVWENGARSNVTVRNTNQRLEP.... Result: 1 (interaction).